This data is from Full USPTO retrosynthesis dataset with 1.9M reactions from patents (1976-2016). The task is: Predict the reactants needed to synthesize the given product. The reactants are: [C:1]([O:5][C:6](=[O:38])[N:7]([C@H:9]([C:11](=[O:37])[NH:12][C@@H:13]1[C:19](=[O:20])[N:18]([CH2:21][C:22]2[C:31]3[C:26](=[CH:27][CH:28]=[C:29](Br)[CH:30]=3)[CH:25]=[CH:24][CH:23]=2)[C:17]2[CH:33]=[CH:34][CH:35]=[CH:36][C:16]=2[CH2:15][CH2:14]1)[CH3:10])[CH3:8])([CH3:4])([CH3:3])[CH3:2].[CH3:39][N:40](C=O)C. Given the product [C:1]([O:5][C:6](=[O:38])[N:7]([C@H:9]([C:11](=[O:37])[NH:12][C@@H:13]1[C:19](=[O:20])[N:18]([CH2:21][C:22]2[C:31]3[C:26](=[CH:27][CH:28]=[C:29]([C:39]#[N:40])[CH:30]=3)[CH:25]=[CH:24][CH:23]=2)[C:17]2[CH:33]=[CH:34][CH:35]=[CH:36][C:16]=2[CH2:15][CH2:14]1)[CH3:10])[CH3:8])([CH3:4])([CH3:3])[CH3:2], predict the reactants needed to synthesize it.